From a dataset of Catalyst prediction with 721,799 reactions and 888 catalyst types from USPTO. Predict which catalyst facilitates the given reaction. Product: [N:1]1[N:5]2[C:6]3[CH2:13][CH2:12][N:11]([C:14]4[CH:15]=[C:16]([CH:20]=[CH:21][CH:22]=4)[C:17]([NH:41][C:40]4[CH:42]=[CH:43][CH:44]=[C:38]([C:37]([F:36])([F:45])[F:46])[CH:39]=4)=[O:18])[CH2:10][C:7]=3[CH:8]=[N:9][C:4]2=[CH:3][CH:2]=1. Reactant: [N:1]1[N:5]2[C:6]3[CH2:13][CH2:12][N:11]([C:14]4[CH:15]=[C:16]([CH:20]=[CH:21][CH:22]=4)[C:17](O)=[O:18])[CH2:10][C:7]=3[CH:8]=[N:9][C:4]2=[CH:3][CH:2]=1.C(N(CC)CC)C.CCCP(=O)=O.[F:36][C:37]([F:46])([F:45])[C:38]1[CH:39]=[C:40]([CH:42]=[CH:43][CH:44]=1)[NH2:41]. The catalyst class is: 864.